Dataset: Peptide-MHC class I binding affinity with 185,985 pairs from IEDB/IMGT. Task: Regression. Given a peptide amino acid sequence and an MHC pseudo amino acid sequence, predict their binding affinity value. This is MHC class I binding data. The peptide sequence is FPEHIFPAL. The MHC is HLA-B15:01 with pseudo-sequence HLA-B15:01. The binding affinity (normalized) is 0.0847.